Dataset: Full USPTO retrosynthesis dataset with 1.9M reactions from patents (1976-2016). Task: Predict the reactants needed to synthesize the given product. Given the product [F:28][CH:29]([F:46])[O:30][C:31]1[CH:36]=[CH:35][C:34]([C:2]2[CH:3]=[N:4][C:5]([NH:8][C:9]3[CH:26]=[CH:25][C:12]([O:13][CH2:14][CH2:15][N:16]4[CH2:21][CH2:20][CH:19]([C:22]([OH:24])=[O:23])[CH2:18][CH2:17]4)=[CH:11][CH:10]=3)=[N:6][CH:7]=2)=[CH:33][CH:32]=1, predict the reactants needed to synthesize it. The reactants are: Br[C:2]1[CH:3]=[N:4][C:5]([NH:8][C:9]2[CH:26]=[CH:25][C:12]([O:13][CH2:14][CH2:15][N:16]3[CH2:21][CH2:20][CH:19]([C:22]([O-:24])=[O:23])[CH2:18][CH2:17]3)=[CH:11][CH:10]=2)=[N:6][CH:7]=1.[Na+].[F:28][CH:29]([F:46])[O:30][C:31]1[CH:36]=[CH:35][C:34](B2OC(C)(C)C(C)(C)O2)=[CH:33][CH:32]=1.C([O-])([O-])=O.[Na+].[Na+].